From a dataset of Full USPTO retrosynthesis dataset with 1.9M reactions from patents (1976-2016). Predict the reactants needed to synthesize the given product. (1) Given the product [CH3:40][O:39][C:32]1[CH:33]=[C:34]([CH:35]=[C:2]([F:1])[C:3]([O:5][CH2:6][CH3:7])=[O:4])[CH:37]=[CH:38][C:31]=1[O:30][CH2:23][C:24]1[CH:29]=[CH:28][CH:27]=[CH:26][CH:25]=1, predict the reactants needed to synthesize it. The reactants are: [F:1][CH:2](P(OCC)(OCC)=O)[C:3]([O:5][CH2:6][CH3:7])=[O:4].O1CCCC1.[H-].[Na+].[CH2:23]([O:30][C:31]1[CH:38]=[CH:37][C:34]([CH:35]=O)=[CH:33][C:32]=1[O:39][CH3:40])[C:24]1[CH:29]=[CH:28][CH:27]=[CH:26][CH:25]=1. (2) The reactants are: [CH3:1][C:2]([CH3:9])([CH3:8])[CH:3]=[CH:4][C:5]([OH:7])=[O:6].CO.O1CCCC1. Given the product [CH3:1][C:2]([CH3:9])([CH3:8])[CH2:3][CH2:4][C:5]([OH:7])=[O:6], predict the reactants needed to synthesize it. (3) Given the product [ClH:55].[F:1][C:2]1[C:3]([C:18]2[N:22]([CH:23]3[CH2:24][CH2:25][O:26][CH2:27][CH2:28]3)[C:21]([CH3:29])=[N:20][CH:19]=2)=[N:4][C:5]([NH:8][C:9]2[CH:10]=[CH:11][C:12]([C:13]([N:60]3[CH2:61][CH2:62][CH:57]([F:56])[CH2:58][CH2:59]3)=[O:15])=[CH:16][CH:17]=2)=[N:6][CH:7]=1, predict the reactants needed to synthesize it. The reactants are: [F:1][C:2]1[C:3]([C:18]2[N:22]([CH:23]3[CH2:28][CH2:27][O:26][CH2:25][CH2:24]3)[C:21]([CH3:29])=[N:20][CH:19]=2)=[N:4][C:5]([NH:8][C:9]2[CH:17]=[CH:16][C:12]([C:13]([O-:15])=O)=[CH:11][CH:10]=2)=[N:6][CH:7]=1.[Li+].CN(C(ON1N=NC2C=CC=CC1=2)=[N+](C)C)C.F[P-](F)(F)(F)(F)F.[ClH:55].[F:56][CH:57]1[CH2:62][CH2:61][NH:60][CH2:59][CH2:58]1.CCN(C(C)C)C(C)C. (4) The reactants are: [CH3:1][O:2][C:3]([C:5]1([C:8]([OH:10])=O)[CH2:7][CH2:6]1)=[O:4].[F:11][C:12]1[CH:18]=[CH:17][C:15]([NH2:16])=[CH:14][CH:13]=1.C(N(C(C)C)CC)(C)C.F[B-](F)(F)F.N1(OC(N(C)C)=[N+](C)C)C2C=CC=CC=2N=N1. Given the product [F:11][C:12]1[CH:18]=[CH:17][C:15]([NH:16][C:8]([C:5]2([C:3]([O:2][CH3:1])=[O:4])[CH2:7][CH2:6]2)=[O:10])=[CH:14][CH:13]=1, predict the reactants needed to synthesize it. (5) Given the product [C:1](/[N:3]=[C:4](\[N:32]1[CH2:33][CH2:34][CH2:35][CH2:36][CH2:37]1)/[N:5]1[CH2:10][CH2:9][C@H:8]([C:11]([N:13]2[CH2:14][CH2:15][N:16]([C:19]3[CH:24]=[CH:23][C:22]([C:25]#[N:26])=[CH:21][C:20]=3[CH3:27])[CH2:17][CH2:18]2)=[O:12])[C@@H:7]([C:28]([NH:38][OH:39])=[O:29])[CH2:6]1)#[N:2], predict the reactants needed to synthesize it. The reactants are: [C:1](/[N:3]=[C:4](\[N:32]1[CH2:37][CH2:36][CH2:35][CH2:34][CH2:33]1)/[N:5]1[CH2:10][CH2:9][C@H:8]([C:11]([N:13]2[CH2:18][CH2:17][N:16]([C:19]3[CH:24]=[CH:23][C:22]([C:25]#[N:26])=[CH:21][C:20]=3[CH3:27])[CH2:15][CH2:14]2)=[O:12])[C@@H:7]([C:28](OC)=[O:29])[CH2:6]1)#[N:2].[NH2:38][OH:39]. (6) Given the product [CH3:13][N:12]([CH3:14])[C:10](=[O:11])[CH2:9][CH2:8][C:5]1[CH:6]=[CH:7][C:2]([N:19]2[C:20]3[CH2:21][CH2:22][CH2:23][CH2:24][C:25]=3[C:17]([C:16]([F:15])([F:27])[F:26])=[N:18]2)=[CH:3][CH:4]=1, predict the reactants needed to synthesize it. The reactants are: Br[C:2]1[CH:7]=[CH:6][C:5]([CH2:8][CH2:9][C:10]([N:12]([CH3:14])[CH3:13])=[O:11])=[CH:4][CH:3]=1.[F:15][C:16]([F:27])([F:26])[C:17]1[C:25]2[CH2:24][CH2:23][CH2:22][CH2:21][C:20]=2[NH:19][N:18]=1. (7) Given the product [NH2:37][CH2:36][CH2:35][O:34][C:21]1[C:20]([C:27]2[CH:28]=[CH:29][CH:30]=[CH:31][CH:32]=2)=[C:19]([Cl:33])[C:18]2[C:23](=[CH:24][CH:25]=[C:16]([C:8]([C:5]3[CH:4]=[CH:3][C:2]([Cl:1])=[CH:7][CH:6]=3)([C:10]3[N:14]([CH3:15])[CH:13]=[N:12][CH:11]=3)[OH:9])[CH:17]=2)[N:22]=1, predict the reactants needed to synthesize it. The reactants are: [Cl:1][C:2]1[CH:7]=[CH:6][C:5]([C:8]([C:16]2[CH:17]=[C:18]3[C:23](=[CH:24][CH:25]=2)[N:22]=[C:21](Cl)[C:20]([C:27]2[CH:32]=[CH:31][CH:30]=[CH:29][CH:28]=2)=[C:19]3[Cl:33])([C:10]2[N:14]([CH3:15])[CH:13]=[N:12][CH:11]=2)[OH:9])=[CH:4][CH:3]=1.[OH:34][CH2:35][CH2:36][NH:37]C(=O)C(F)(F)F.C1(C)C=CC=CC=1.[H-].[Na+].